From a dataset of Forward reaction prediction with 1.9M reactions from USPTO patents (1976-2016). Predict the product of the given reaction. (1) Given the reactants [CH:1](O)([C:8]1[CH:13]=[CH:12][CH:11]=[CH:10][CH:9]=1)[C:2]1[CH:7]=[CH:6][CH:5]=[CH:4][CH:3]=1.N[C:16](N)=[S:17].Br.[NH2+:20]=[C:21](N)[OH:22].[OH-].[K+].ClCC(N)=[O:29].C(O)(=O)C.OO, predict the reaction product. The product is: [CH:5]1[CH:4]=[CH:3][C:2]([CH:1]([S+:17]([O-:29])[CH2:16][C:21]([NH2:20])=[O:22])[C:8]2[CH:13]=[CH:12][CH:11]=[CH:10][CH:9]=2)=[CH:7][CH:6]=1. (2) Given the reactants Br[CH2:2][C@@H:3]([CH:19]([CH3:21])[CH3:20])[CH2:4][C:5]1[CH:10]=[CH:9][C:8]([O:11][CH3:12])=[C:7]([O:13][CH2:14][CH2:15][CH2:16][O:17][CH3:18])[CH:6]=1.[C-:22]#[N:23].[Na+].O, predict the reaction product. The product is: [CH3:12][O:11][C:8]1[CH:9]=[CH:10][C:5]([CH2:4][C@H:3]([CH:19]([CH3:21])[CH3:20])[CH2:2][C:22]#[N:23])=[CH:6][C:7]=1[O:13][CH2:14][CH2:15][CH2:16][O:17][CH3:18].